Task: Predict the product of the given reaction.. Dataset: Forward reaction prediction with 1.9M reactions from USPTO patents (1976-2016) (1) Given the reactants FC1(F)CC1CN1CCN(C2SC(C(O)=O)=C(C)N=2)C1=O.[F:22][C:23]1[CH:44]=[CH:43][C:26]([CH2:27][N:28]2[C:32](=[O:33])[N:31]([C:34]3[S:35][C:36]([C:40]([OH:42])=O)=[C:37]([CH3:39])[N:38]=3)[CH:30]=[N:29]2)=[CH:25][CH:24]=1.[NH2:45][CH2:46][C:47]1[CH:48]=[C:49]([CH:53]=[CH:54][CH:55]=1)[N:50]([CH3:52])[CH3:51], predict the reaction product. The product is: [CH3:51][N:50]([CH3:52])[C:49]1[CH:48]=[C:47]([CH:55]=[CH:54][CH:53]=1)[CH2:46][NH:45][C:40]([C:36]1[S:35][C:34]([N:31]2[C:32](=[O:33])[N:28]([CH2:27][C:26]3[CH:43]=[CH:44][C:23]([F:22])=[CH:24][CH:25]=3)[N:29]=[CH:30]2)=[N:38][C:37]=1[CH3:39])=[O:42]. (2) Given the reactants [OH-].[K+].Br[CH2:4][CH:5]1[CH2:7][C:6]1([F:9])[F:8].[SH:10][CH2:11][CH2:12][C:13]([OH:15])=[O:14], predict the reaction product. The product is: [F:8][C:6]1([F:9])[CH2:7][CH:5]1[CH2:4][S:10][CH2:11][CH2:12][C:13]([OH:15])=[O:14]. (3) Given the reactants [Br:1][C:2]1[CH:10]=[CH:9][CH:8]=[C:7]2[C:3]=1[C:4]([CH:11]=[O:12])=[CH:5][NH:6]2.[C:13](OC(=O)C)(=[O:15])[CH3:14], predict the reaction product. The product is: [C:13]([N:6]1[C:7]2[C:3](=[C:2]([Br:1])[CH:10]=[CH:9][CH:8]=2)[C:4]([CH:11]=[O:12])=[CH:5]1)(=[O:15])[CH3:14]. (4) The product is: [CH3:1][O:2][C:3](=[O:18])[C@@H:4]([NH:8][S:9]([C:11]1[CH:16]=[CH:15][C:14]([C:20]#[C:19][C:21]2[CH:28]=[CH:27][C:24]([CH:25]=[O:26])=[CH:23][CH:22]=2)=[CH:13][CH:12]=1)=[O:10])[C@H:5]([OH:7])[CH3:6]. Given the reactants [CH3:1][O:2][C:3](=[O:18])[C@@H:4]([NH:8][S:9]([C:11]1[CH:16]=[CH:15][C:14](Br)=[CH:13][CH:12]=1)=[O:10])[C@H:5]([OH:7])[CH3:6].[C:19]([C:21]1[CH:28]=[CH:27][C:24]([CH:25]=[O:26])=[CH:23][CH:22]=1)#[CH:20].C1C=CC(P(C2C=CC=CC=2)C2C=CC=CC=2)=CC=1.C(NCCC)CC, predict the reaction product.